From a dataset of Peptide-MHC class II binding affinity with 134,281 pairs from IEDB. Regression. Given a peptide amino acid sequence and an MHC pseudo amino acid sequence, predict their binding affinity value. This is MHC class II binding data. (1) The peptide sequence is SQLLELSWNLNGLQAY. The MHC is DRB1_1302 with pseudo-sequence DRB1_1302. The binding affinity (normalized) is 0.669. (2) The peptide sequence is MAEMKTDAATLAQEA. The MHC is HLA-DQA10401-DQB10402 with pseudo-sequence HLA-DQA10401-DQB10402. The binding affinity (normalized) is 0.455.